Dataset: Full USPTO retrosynthesis dataset with 1.9M reactions from patents (1976-2016). Task: Predict the reactants needed to synthesize the given product. Given the product [N:19]1([C:9]2[N:8]=[CH:7][C:6]([NH2:5])=[C:11]([C:12]3[CH:17]=[CH:16][CH:15]=[CH:14][C:13]=3[CH3:18])[CH:10]=2)[CH2:24][CH2:23][S:22][CH2:21][CH2:20]1, predict the reactants needed to synthesize it. The reactants are: CC(C)(C)C([NH:5][C:6]1[CH:7]=[N:8][C:9]([N:19]2[CH2:24][CH2:23][S:22][CH2:21][CH2:20]2)=[CH:10][C:11]=1[C:12]1[CH:17]=[CH:16][CH:15]=[CH:14][C:13]=1[CH3:18])=O.